Regression. Given two drug SMILES strings and cell line genomic features, predict the synergy score measuring deviation from expected non-interaction effect. From a dataset of NCI-60 drug combinations with 297,098 pairs across 59 cell lines. (1) Drug 1: C1CCC(C1)C(CC#N)N2C=C(C=N2)C3=C4C=CNC4=NC=N3. Drug 2: C1CN(CCN1C(=O)CCBr)C(=O)CCBr. Cell line: TK-10. Synergy scores: CSS=12.7, Synergy_ZIP=-2.11, Synergy_Bliss=3.79, Synergy_Loewe=0.670, Synergy_HSA=1.59. (2) Drug 1: CC1=C2C(C(=O)C3(C(CC4C(C3C(C(C2(C)C)(CC1OC(=O)C(C(C5=CC=CC=C5)NC(=O)OC(C)(C)C)O)O)OC(=O)C6=CC=CC=C6)(CO4)OC(=O)C)O)C)O. Drug 2: CN(CC1=CN=C2C(=N1)C(=NC(=N2)N)N)C3=CC=C(C=C3)C(=O)NC(CCC(=O)O)C(=O)O. Cell line: UO-31. Synergy scores: CSS=19.4, Synergy_ZIP=0.934, Synergy_Bliss=1.08, Synergy_Loewe=-11.5, Synergy_HSA=-0.647. (3) Drug 1: C1CCN(CC1)CCOC2=CC=C(C=C2)C(=O)C3=C(SC4=C3C=CC(=C4)O)C5=CC=C(C=C5)O. Drug 2: CC1C(C(CC(O1)OC2CC(CC3=C2C(=C4C(=C3O)C(=O)C5=C(C4=O)C(=CC=C5)OC)O)(C(=O)CO)O)N)O.Cl. Cell line: MCF7. Synergy scores: CSS=51.5, Synergy_ZIP=7.50, Synergy_Bliss=9.10, Synergy_Loewe=9.36, Synergy_HSA=11.0. (4) Drug 1: CC1CCC2CC(C(=CC=CC=CC(CC(C(=O)C(C(C(=CC(C(=O)CC(OC(=O)C3CCCCN3C(=O)C(=O)C1(O2)O)C(C)CC4CCC(C(C4)OC)OCCO)C)C)O)OC)C)C)C)OC. Drug 2: CN(CCCl)CCCl.Cl. Cell line: SW-620. Synergy scores: CSS=40.2, Synergy_ZIP=-11.0, Synergy_Bliss=-3.21, Synergy_Loewe=0.130, Synergy_HSA=0.403. (5) Drug 1: CCCCCOC(=O)NC1=NC(=O)N(C=C1F)C2C(C(C(O2)C)O)O. Drug 2: CCC1(C2=C(COC1=O)C(=O)N3CC4=CC5=C(C=CC(=C5CN(C)C)O)N=C4C3=C2)O.Cl. Cell line: NCI-H460. Synergy scores: CSS=11.6, Synergy_ZIP=1.76, Synergy_Bliss=1.71, Synergy_Loewe=-56.2, Synergy_HSA=-3.33. (6) Drug 1: CCCCC(=O)OCC(=O)C1(CC(C2=C(C1)C(=C3C(=C2O)C(=O)C4=C(C3=O)C=CC=C4OC)O)OC5CC(C(C(O5)C)O)NC(=O)C(F)(F)F)O. Drug 2: C1CN(CCN1C(=O)CCBr)C(=O)CCBr. Cell line: HT29. Synergy scores: CSS=50.2, Synergy_ZIP=-4.38, Synergy_Bliss=-5.33, Synergy_Loewe=-3.24, Synergy_HSA=-3.67. (7) Drug 1: CC=C1C(=O)NC(C(=O)OC2CC(=O)NC(C(=O)NC(CSSCCC=C2)C(=O)N1)C(C)C)C(C)C. Drug 2: C#CCC(CC1=CN=C2C(=N1)C(=NC(=N2)N)N)C3=CC=C(C=C3)C(=O)NC(CCC(=O)O)C(=O)O. Cell line: IGROV1. Synergy scores: CSS=56.8, Synergy_ZIP=-0.102, Synergy_Bliss=-1.60, Synergy_Loewe=-1.39, Synergy_HSA=-0.802.